The task is: Predict the product of the given reaction.. This data is from Forward reaction prediction with 1.9M reactions from USPTO patents (1976-2016). (1) Given the reactants [CH3:1][O:2][CH:3]1[CH2:6][N:5]([C:7]([C:9]2[CH:18]=[CH:17][C:16]3[C:11](=[C:12]([C:19]4[CH:24]=[CH:23][C:22]([C:25]5[CH:26]=[N:27][N:28]([CH3:30])[CH:29]=5)=[CH:21][CH:20]=4)[CH:13]=[N:14][CH:15]=3)[N:10]=2)=[O:8])[CH2:4]1.ClC1C=C(C=CC=1)C(OO)=[O:36], predict the reaction product. The product is: [CH3:1][O:2][CH:3]1[CH2:6][N:5]([C:7]([C:9]2[CH:18]=[CH:17][C:16]3[C:11](=[C:12]([C:19]4[CH:20]=[CH:21][C:22]([C:25]5[CH:26]=[N:27][N:28]([CH3:30])[CH:29]=5)=[CH:23][CH:24]=4)[CH:13]=[N+:14]([O-:36])[CH:15]=3)[N:10]=2)=[O:8])[CH2:4]1. (2) Given the reactants [CH3:1][CH:2]([CH3:26])[CH2:3][C:4]([C:6]1[C:7]([C:22](OC)=[O:23])=[CH:8][N:9]([CH2:11][C:12]2[C:21]3[C:16](=[CH:17][CH:18]=[CH:19][CH:20]=3)[CH:15]=[CH:14][CH:13]=2)[CH:10]=1)=O.[CH3:27][NH:28][NH2:29].Cl, predict the reaction product. The product is: [CH3:27][N:28]1[C:22](=[O:23])[C:7]2=[CH:8][N:9]([CH2:11][C:12]3[C:21]4[C:16](=[CH:17][CH:18]=[CH:19][CH:20]=4)[CH:15]=[CH:14][CH:13]=3)[CH:10]=[C:6]2[C:4]([CH2:3][CH:2]([CH3:26])[CH3:1])=[N:29]1. (3) Given the reactants [F:1][C:2]1[CH:7]=[CH:6][C:5]([C:8]2[O:12][C:11]([C:13]([OH:15])=O)=[CH:10][CH:9]=2)=[CH:4][CH:3]=1.[CH2:16]([O:18][C:19](=[O:29])[CH2:20][O:21][C:22]1[CH:27]=[CH:26][CH:25]=[C:24]([NH2:28])[CH:23]=1)[CH3:17], predict the reaction product. The product is: [CH2:16]([O:18][C:19](=[O:29])[CH2:20][O:21][C:22]1[CH:27]=[CH:26][CH:25]=[C:24]([NH:28][C:13]([C:11]2[O:12][C:8]([C:5]3[CH:4]=[CH:3][C:2]([F:1])=[CH:7][CH:6]=3)=[CH:9][CH:10]=2)=[O:15])[CH:23]=1)[CH3:17]. (4) Given the reactants [F:1][C:2]([F:43])([C:34]1[CH:39]=[CH:38][CH:37]=[C:36]([N+:40]([O-:42])=[O:41])[CH:35]=1)[C:3]1[C:4]2[CH:25]=[CH:24][N:23]([CH2:26][O:27][CH2:28][CH2:29][Si:30]([CH3:33])([CH3:32])[CH3:31])[C:5]=2[N:6]=[C:7]([NH:9][C:10]2[CH:15]=C[C:13]([N:16]3[CH2:21][CH2:20][N:19]([CH3:22])[CH2:18][CH2:17]3)=[CH:12][CH:11]=2)[N:8]=1.ClC1[N:46]=C(C(F)(F)C2C=CC=C([N+]([O-])=O)C=2)C2C=CN(COCC[Si](C)(C)C)C=2N=1.Cl.NC1C=NC(N2CCN(C)CC2)=CC=1, predict the reaction product. The product is: [F:1][C:2]([F:43])([C:34]1[CH:39]=[CH:38][CH:37]=[C:36]([N+:40]([O-:42])=[O:41])[CH:35]=1)[C:3]1[C:4]2[CH:25]=[CH:24][N:23]([CH2:26][O:27][CH2:28][CH2:29][Si:30]([CH3:32])([CH3:33])[CH3:31])[C:5]=2[N:6]=[C:7]([NH:9][C:10]2[CH:15]=[N:46][C:13]([N:16]3[CH2:17][CH2:18][N:19]([CH3:22])[CH2:20][CH2:21]3)=[CH:12][CH:11]=2)[N:8]=1. (5) Given the reactants COC1C=C(C=CC=1OC)C[NH:7][C:8]1[N:13]2[N:14]=[C:15]([C:17]3[O:18][CH:19]=[CH:20][CH:21]=3)[N:16]=[C:12]2[CH:11]=[C:10]([C:22]2[CH:27]=[CH:26][CH:25]=[CH:24][C:23]=2[CH:28]=[O:29])[N:9]=1.FC(F)(F)S(O)(=O)=O, predict the reaction product. The product is: [NH2:7][C:8]1[N:13]2[N:14]=[C:15]([C:17]3[O:18][CH:19]=[CH:20][CH:21]=3)[N:16]=[C:12]2[CH:11]=[C:10]([C:22]2[CH:27]=[CH:26][CH:25]=[CH:24][C:23]=2[CH:28]=[O:29])[N:9]=1. (6) Given the reactants FC(F)(F)S(O[C:7]1[CH2:12][CH:11]([C:13]([F:16])([F:15])[F:14])[CH2:10][C:9](=[O:17])[CH:8]=1)(=O)=O.CC([O-])=O.[Na+].[B:25]1([B:25]2[O:29][C:28]([CH3:31])([CH3:30])[C:27]([CH3:33])([CH3:32])[O:26]2)[O:29][C:28]([CH3:31])([CH3:30])[C:27]([CH3:33])([CH3:32])[O:26]1.C(Cl)Cl, predict the reaction product. The product is: [CH3:32][C:27]1([CH3:33])[C:28]([CH3:31])([CH3:30])[O:29][B:25]([C:7]2[CH2:12][CH:11]([C:13]([F:16])([F:15])[F:14])[CH2:10][C:9](=[O:17])[CH:8]=2)[O:26]1. (7) Given the reactants [C:1]([C:5]1[CH:10]=[CH:9][C:8]([S:11]([NH:14][C:15]2[CH:20]=[CH:19][C:18]([Cl:21])=[CH:17][C:16]=2[N:22]2[CH:26]=[C:25]([CH2:27][OH:28])[CH:24]=[N:23]2)(=[O:13])=[O:12])=[CH:7][CH:6]=1)([CH3:4])([CH3:3])[CH3:2].CC(OI1(OC(C)=O)(OC(C)=O)OC(=O)C2C=CC=CC1=2)=O.[O-]S([O-])(=S)=O.[Na+].[Na+].C([O-])(O)=O.[Na+], predict the reaction product. The product is: [C:1]([C:5]1[CH:6]=[CH:7][C:8]([S:11]([NH:14][C:15]2[CH:20]=[CH:19][C:18]([Cl:21])=[CH:17][C:16]=2[N:22]2[CH:26]=[C:25]([CH:27]=[O:28])[CH:24]=[N:23]2)(=[O:13])=[O:12])=[CH:9][CH:10]=1)([CH3:4])([CH3:2])[CH3:3]. (8) Given the reactants [F:1][C:2]1[C:13]([F:14])=[CH:12][C:5]2[O:6][CH:7]([CH2:10][OH:11])[CH2:8][O:9][C:4]=2[CH:3]=1.[C:15]1([CH3:25])[CH:20]=[CH:19][C:18]([S:21](Cl)(=[O:23])=[O:22])=[CH:17][CH:16]=1.O.Cl, predict the reaction product. The product is: [CH3:25][C:15]1[CH:20]=[CH:19][C:18]([S:21]([O:11][CH2:10][CH:7]2[O:6][C:5]3[CH:12]=[C:13]([F:14])[C:2]([F:1])=[CH:3][C:4]=3[O:9][CH2:8]2)(=[O:23])=[O:22])=[CH:17][CH:16]=1.